Predict which catalyst facilitates the given reaction. From a dataset of Catalyst prediction with 721,799 reactions and 888 catalyst types from USPTO. (1) Product: [O:1]=[C:2]1[NH:6][C:5](=[O:7])[CH:4]([CH2:8][C:9]2[CH:10]=[CH:11][C:12]([O:13][CH2:14][CH2:15][O:16][C:17]3[CH:26]=[CH:25][C:20]([C:21]([OH:23])=[O:22])=[CH:19][CH:18]=3)=[CH:27][CH:28]=2)[S:3]1. The catalyst class is: 52. Reactant: [O:1]=[C:2]1[NH:6][C:5](=[O:7])[CH:4]([CH2:8][C:9]2[CH:28]=[CH:27][C:12]([O:13][CH2:14][CH2:15][O:16][C:17]3[CH:26]=[CH:25][C:20]([C:21]([O:23]C)=[O:22])=[CH:19][CH:18]=3)=[CH:11][CH:10]=2)[S:3]1.Cl. (2) Reactant: [Br:1][C:2]1[CH:10]=[C:9]2[C:5]([CH:6]=[CH:7][NH:8]2)=[CH:4][C:3]=1[F:11].ClS([N:16]=[C:17]=O)(=O)=O. Product: [Br:1][C:2]1[CH:10]=[C:9]2[C:5]([C:6]([C:17]#[N:16])=[CH:7][NH:8]2)=[CH:4][C:3]=1[F:11]. The catalyst class is: 3. (3) Product: [CH3:1][C@@H:2]([NH:13][CH2:14][CH2:15][CH2:16][C:17]1[CH:18]=[CH:19][CH:20]=[C:21]([C:23]([F:24])([F:25])[F:26])[CH:22]=1)[C:3]1[CH:4]=[CH:5][CH:6]=[C:7]2[CH:12]=[CH:11][CH:10]=[CH:9][C:8]=12.[ClH:27]. Reactant: [CH3:1][C@@H:2]([NH:13][CH2:14][CH2:15][CH2:16][C:17]1[CH:18]=[CH:19][CH:20]=[C:21]([C:23]([F:26])([F:25])[F:24])[CH:22]=1)[C:3]1[CH:4]=[CH:5][CH:6]=[C:7]2[CH:12]=[CH:11][CH:10]=[CH:9][C:8]=12.[ClH:27]. The catalyst class is: 282. (4) Reactant: [CH3:1][O:2][CH2:3][CH2:4][CH2:5][C:6]1([N:16]([CH3:18])[CH3:17])[CH2:15][CH2:14][C:9]2(OCC[O:10]2)[CH2:8][CH2:7]1.Cl. Product: [CH3:18][N:16]([CH3:17])[C:6]1([CH2:5][CH2:4][CH2:3][O:2][CH3:1])[CH2:7][CH2:8][C:9](=[O:10])[CH2:14][CH2:15]1. The catalyst class is: 6. (5) Reactant: [Cl-].[Cl-].[Cl-].[Al+3].[Br:5][C:6]1[CH:7]=[C:8]2[C:12](=[N:13][CH:14]=1)[NH:11][CH:10]=[CH:9]2.[CH2:15]([S:18]([NH:21][C:22]1[CH:23]=[C:24]([CH:28]=[CH:29][CH:30]=1)[C:25](Cl)=[O:26])(=[O:20])=[O:19])[CH2:16][CH3:17].O. Product: [Br:5][C:6]1[CH:7]=[C:8]2[C:9]([C:25]([C:24]3[CH:23]=[C:22]([NH:21][S:18]([CH2:15][CH2:16][CH3:17])(=[O:20])=[O:19])[CH:30]=[CH:29][CH:28]=3)=[O:26])=[CH:10][NH:11][C:12]2=[N:13][CH:14]=1. The catalyst class is: 2.